This data is from Experimental lipophilicity measurements (octanol/water distribution) for 4,200 compounds from AstraZeneca. The task is: Regression/Classification. Given a drug SMILES string, predict its absorption, distribution, metabolism, or excretion properties. Task type varies by dataset: regression for continuous measurements (e.g., permeability, clearance, half-life) or binary classification for categorical outcomes (e.g., BBB penetration, CYP inhibition). For this dataset (lipophilicity_astrazeneca), we predict Y. (1) The compound is COC(=O)CCCC(=O)Nc1ccc2c(c1)-c1ccccc1C(=O)C2=O. The Y is 2.96 logD. (2) The Y is 3.03 logD. The drug is O=C(COCc1ccncc1)N1CCC(F)(c2ccc(Cl)cc2)CC1. (3) The compound is COc1cc(N2CCN(C(C)=O)CC2)ccc1Nc1ncc(Cl)c(-c2cnc3cc(N4CCCC4)ccn23)n1. The Y is 3.50 logD. (4) The compound is Cc1ncc(-c2nc(Nc3ccc(C(N)=O)c(F)c3)ncc2F)n1C(C)C. The Y is 3.14 logD. (5) The molecule is Cc1cc(NCc2ccccc2)nc2ccccc12. The Y is 3.69 logD. (6) The molecule is Cc1cccc(-c2nn3c(c2-c2ccnc4ccc(C(N)=O)cc24)CCC3)n1. The Y is 1.71 logD. (7) The compound is C[C@@H](Oc1cccc2ncnc(Nc3ccc(OCc4ccccn4)c(Cl)c3)c12)C(=O)N(C)C. The Y is 3.67 logD. (8) The molecule is CC(C)c1ccccc1Cc1cc(C(=O)Nc2ccc(S(=O)(=O)c3ccccc3C(C)(C)C)cc2)c(O)c(O)c1O. The Y is 3.44 logD.